This data is from HIV replication inhibition screening data with 41,000+ compounds from the AIDS Antiviral Screen. The task is: Binary Classification. Given a drug SMILES string, predict its activity (active/inactive) in a high-throughput screening assay against a specified biological target. (1) The compound is O=P(OCc1ccccc1)(c1ccccc1)c1ccccc1. The result is 0 (inactive). (2) The molecule is CCOC(=O)C1=CNC(C(=O)OCC)C1c1cccn1-c1ccc(Cl)cc1[N+](=O)[O-]. The result is 0 (inactive). (3) The drug is CC(=O)NNc1nc(C)c(C(=O)C=Cc2ccc(N(C)C)cc2)s1. The result is 0 (inactive). (4) The molecule is CCOC(O)=C(c1nc2ccccc2s1)c1ncnc2[nH]cnc12. The result is 0 (inactive). (5) The drug is CCC1C2C=CC(CC2)N1S(=O)(=O)c1ccc(C)cc1. The result is 0 (inactive). (6) The molecule is Oc1ccc(Cl)cc1C(c1cc(Cl)ccc1O)C(Cl)(Cl)Cl. The result is 1 (active). (7) The drug is CC1=C(C(=O)NC(CC(C)C)C(=O)O)N2C(=O)C(NC(=O)C(N)c3ccccc3)C2SC1. The result is 1 (active). (8) The compound is O=C1OCCOCCOCCOCCOC(=O)c2cccc1c2. The result is 0 (inactive). (9) The drug is COc1ccc(C2CC(c3c(O)ccc4ccccc34)=NN2C(C)=O)cc1OC. The result is 0 (inactive).